Dataset: Full USPTO retrosynthesis dataset with 1.9M reactions from patents (1976-2016). Task: Predict the reactants needed to synthesize the given product. (1) Given the product [CH3:8][N:9]([CH3:13])[CH2:10][CH2:11][O:12][CH2:19][Sn:18]([CH2:14][CH2:15][CH2:16][CH3:17])([CH2:25][CH2:26][CH2:27][CH3:28])[CH2:21][CH2:22][CH2:23][CH3:24], predict the reactants needed to synthesize it. The reactants are: [H-].[Na+].O1CCCC1.[CH3:8][N:9]([CH3:13])[CH2:10][CH2:11][OH:12].[CH2:14]([Sn:18]([CH2:25][CH2:26][CH2:27][CH3:28])([CH2:21][CH2:22][CH2:23][CH3:24])[CH2:19]I)[CH2:15][CH2:16][CH3:17]. (2) Given the product [F:20][C:15]1[CH:14]=[C:13]([C:5]2[NH:4][N:3]=[C:2]([C:31]3[CH2:32][CH2:33][N:34]4[C@H:29]([CH:30]=3)[CH2:28][C@@H:27]([C:21]3[CH:22]=[CH:23][CH:24]=[CH:25][CH:26]=3)[CH2:35]4)[C:6]=2[C:7]2[CH:12]=[CH:11][N:10]=[CH:9][CH:8]=2)[CH:18]=[CH:17][C:16]=1[F:19], predict the reactants needed to synthesize it. The reactants are: Br[C:2]1[C:6]([C:7]2[CH:12]=[CH:11][N:10]=[CH:9][CH:8]=2)=[C:5]([C:13]2[CH:18]=[CH:17][C:16]([F:19])=[C:15]([F:20])[CH:14]=2)[NH:4][N:3]=1.[C:21]1([C@H:27]2[CH2:35][N:34]3[C@H:29]([CH2:30][C:31](=O)[CH2:32][CH2:33]3)[CH2:28]2)[CH:26]=[CH:25][CH:24]=[CH:23][CH:22]=1.C(OCC)(=O)C.CO. (3) Given the product [O:23]=[C:15]1[CH:14]([C:8]2[C:7]3=[C:6]([CH3:24])[C:5]([C:3]([OH:4])=[O:2])=[CH:13][N:12]3[N:11]=[CH:10][N:9]=2)[C:22]2[C:17](=[CH:18][CH:19]=[CH:20][CH:21]=2)[NH:16]1, predict the reactants needed to synthesize it. The reactants are: C[O:2][C:3]([C:5]1[C:6]([CH3:24])=[C:7]2[N:12]([CH:13]=1)[N:11]=[CH:10][N:9]=[C:8]2[CH:14]1[C:22]2[C:17](=[CH:18][CH:19]=[CH:20][CH:21]=2)[NH:16][C:15]1=[O:23])=[O:4].[OH-].[K+].